This data is from Peptide-MHC class I binding affinity with 185,985 pairs from IEDB/IMGT. The task is: Regression. Given a peptide amino acid sequence and an MHC pseudo amino acid sequence, predict their binding affinity value. This is MHC class I binding data. (1) The peptide sequence is KHMIAGVFF. The MHC is HLA-A24:02 with pseudo-sequence HLA-A24:02. The binding affinity (normalized) is 0.378. (2) The peptide sequence is CEKRLLLKL. The MHC is HLA-A26:02 with pseudo-sequence HLA-A26:02. The binding affinity (normalized) is 0.0847. (3) The peptide sequence is ILLRKGHVF. The MHC is HLA-A26:01 with pseudo-sequence HLA-A26:01. The binding affinity (normalized) is 0.0847. (4) The peptide sequence is RPMTYKAAL. The MHC is HLA-C04:01 with pseudo-sequence HLA-C04:01. The binding affinity (normalized) is 0.213. (5) The peptide sequence is ETIEDYLGY. The MHC is HLA-A02:06 with pseudo-sequence HLA-A02:06. The binding affinity (normalized) is 0.0847.